This data is from NCI-60 drug combinations with 297,098 pairs across 59 cell lines. The task is: Regression. Given two drug SMILES strings and cell line genomic features, predict the synergy score measuring deviation from expected non-interaction effect. Drug 1: CC1=C2C(C(=O)C3(C(CC4C(C3C(C(C2(C)C)(CC1OC(=O)C(C(C5=CC=CC=C5)NC(=O)OC(C)(C)C)O)O)OC(=O)C6=CC=CC=C6)(CO4)OC(=O)C)O)C)O. Drug 2: C1CCC(C(C1)N)N.C(=O)(C(=O)[O-])[O-].[Pt+4]. Cell line: 786-0. Synergy scores: CSS=14.2, Synergy_ZIP=-10.9, Synergy_Bliss=-1.42, Synergy_Loewe=-2.02, Synergy_HSA=-1.22.